This data is from Reaction yield outcomes from USPTO patents with 853,638 reactions. The task is: Predict the reaction yield, written as a fraction of the theoretical maximum amount of product (1.0 means a 100% yield; for example, 0.34 means a 34% yield). (1) The reactants are [F:1][C:2]1[C:3]([F:41])=[CH:4][C:5]2[C:10]3[C:11]4[C:38](=[O:39])[NH:37][C:36](=[O:40])[C:12]=4[C:13]4[C:14]5[C:19]([N:20]([C@@H:22]6[O:29][C@H:28]([CH2:30][OH:31])[C:27]([F:33])([F:32])[C@H:25](O)[C@H:23]6[OH:24])[C:21]=4[C:9]=3[NH:8][C:6]=2[CH:7]=1)=[CH:18][C:17]([F:34])=[C:16]([F:35])[CH:15]=5.C1(P(C2C=CC=CC=2)C2C=CC=CC=2)C=CC=CC=1.CC(OC(/N=N/C(OC(C)C)=O)=O)C. The catalyst is C1COCC1. The product is [F:1][C:2]1[C:3]([F:41])=[CH:4][C:5]2[C:10]3[C:11]4[C:38](=[O:39])[NH:37][C:36](=[O:40])[C:12]=4[C:13]4[C:14]5[C:19]([N:20]([C@@H:22]6[O:29][C@@H:28]7[CH2:30][O:31][C@@H:25]([C:27]7([F:33])[F:32])[C@H:23]6[OH:24])[C:21]=4[C:9]=3[NH:8][C:6]=2[CH:7]=1)=[CH:18][C:17]([F:34])=[C:16]([F:35])[CH:15]=5. The yield is 0.290. (2) The reactants are [CH2:1]([N:8]1[C:12](=[O:13])[C:11](=[C:14]2[N:18]([CH3:19])[C:17]3[CH:20]=[C:21]([O:24][CH2:25][CH2:26]Cl)[CH:22]=[CH:23][C:16]=3[S:15]2)[S:10][C:9]1=[N:28][C:29]1[CH:30]=[C:31]([NH:38][C:39](=[O:44])[CH2:40][N:41]([CH3:43])[CH3:42])[CH:32]=[CH:33][C:34]=1[NH:35][CH2:36][CH3:37])[C:2]1[CH:7]=[CH:6][CH:5]=[CH:4][CH:3]=1.C([O-])(=[O:47])C.[Na+].[OH-].[Na+].Cl. The catalyst is [I-].C([N+](CCCC)(CCCC)CCCC)CCC.O.CO.CN(C=O)C. The product is [CH2:1]([N:8]1[C:12](=[O:13])[C:11](=[C:14]2[N:18]([CH3:19])[C:17]3[CH:20]=[C:21]([O:24][CH2:25][CH2:26][OH:47])[CH:22]=[CH:23][C:16]=3[S:15]2)[S:10][C:9]1=[N:28][C:29]1[CH:30]=[C:31]([NH:38][C:39](=[O:44])[CH2:40][N:41]([CH3:43])[CH3:42])[CH:32]=[CH:33][C:34]=1[NH:35][CH2:36][CH3:37])[C:2]1[CH:7]=[CH:6][CH:5]=[CH:4][CH:3]=1. The yield is 0.0500.